Dataset: Reaction yield outcomes from USPTO patents with 853,638 reactions. Task: Predict the reaction yield, written as a fraction of the theoretical maximum amount of product (1.0 means a 100% yield; for example, 0.34 means a 34% yield). (1) The reactants are O.O.O.O.O.O.O.O.O.O.O.O.P([O-])([O-])(O)=O.[Na+].[Na+].S([O-])([O-])=O.[Na+].[Na+].[O:26]=[C:27]1[CH2:35][C:34]2[C:29](=[CH:30][CH:31]=[C:32]([S:36](Cl)(=[O:38])=[O:37])[CH:33]=2)[NH:28]1.[Cl:40][C:41]1[CH:48]=[CH:47][CH:46]=[C:45]([Cl:49])[C:42]=1[CH2:43]Br. The catalyst is O.CC(C)=O. The product is [Cl:40][C:41]1[CH:48]=[CH:47][CH:46]=[C:45]([Cl:49])[C:42]=1[CH2:43][S:36]([C:32]1[CH:33]=[C:34]2[C:29](=[CH:30][CH:31]=1)[NH:28][C:27](=[O:26])[CH2:35]2)(=[O:38])=[O:37]. The yield is 0.880. (2) The reactants are Br[C:2]1[C:3]([CH3:9])=[N:4][C:5]([NH2:8])=[N:6][CH:7]=1.C([O-])(=O)C.[K+].[CH3:15][C:16]1([CH3:32])[C:20]([CH3:22])([CH3:21])[O:19][B:18]([B:18]2[O:19][C:20]([CH3:22])([CH3:21])[C:16]([CH3:32])([CH3:15])[O:17]2)[O:17]1.CCOC(C)=O. The catalyst is O1CCOCC1.ClCCl.[Pd](Cl)Cl.C1(P(C2C=CC=CC=2)[C-]2C=CC=C2)C=CC=CC=1.[C-]1(P(C2C=CC=CC=2)C2C=CC=CC=2)C=CC=C1.[Fe+2]. The product is [CH3:9][C:3]1[C:2]([B:18]2[O:19][C:20]([CH3:22])([CH3:21])[C:16]([CH3:32])([CH3:15])[O:17]2)=[CH:7][N:6]=[C:5]([NH2:8])[N:4]=1. The yield is 0.740.